Dataset: Reaction yield outcomes from USPTO patents with 853,638 reactions. Task: Predict the reaction yield, written as a fraction of the theoretical maximum amount of product (1.0 means a 100% yield; for example, 0.34 means a 34% yield). The reactants are O[C:2]1[CH:3]=[C:4]([CH:19]=[CH:20][CH:21]=1)[CH:5]=[C:6]1[CH2:11][CH2:10][N:9]([C:12]([O:14][C:15]([CH3:18])([CH3:17])[CH3:16])=[O:13])[CH2:8][CH2:7]1.[CH3:22][O:23][C:24]1[N:29]=[C:28]([CH3:30])[C:27](B(O)O)=[CH:26][CH:25]=1.[CH2:34](N(CC)CC)C. The catalyst is ClCCl.C([O-])(=O)C.[Cu+2].C([O-])(=O)C. The product is [CH3:22][O:23][C:24]1[N:29]=[C:28]([CH3:30])[C:27]([CH2:34][C:2]2[CH:3]=[C:4]([CH:19]=[CH:20][CH:21]=2)[CH:5]=[C:6]2[CH2:11][CH2:10][N:9]([C:12]([O:14][C:15]([CH3:18])([CH3:17])[CH3:16])=[O:13])[CH2:8][CH2:7]2)=[CH:26][CH:25]=1. The yield is 0.300.